This data is from CYP3A4 inhibition data for predicting drug metabolism from PubChem BioAssay. The task is: Regression/Classification. Given a drug SMILES string, predict its absorption, distribution, metabolism, or excretion properties. Task type varies by dataset: regression for continuous measurements (e.g., permeability, clearance, half-life) or binary classification for categorical outcomes (e.g., BBB penetration, CYP inhibition). Dataset: cyp3a4_veith. (1) The drug is CO[C@]1(NC(=O)C2SC(=C(C(N)=O)C(=O)O)S2)C(=O)N2C(C(=O)O)=C(CSc3nnnn3C)CS[C@H]21. The result is 0 (non-inhibitor). (2) The molecule is COC(=O)[C@@]1(Cc2ccccc2)[C@H]2c3cc(C(=O)N4CCCC4)[nH]c3C[C@H]2CN1C(=O)c1ccccc1. The result is 1 (inhibitor). (3) The compound is C=CCNCCCCOc1c(Cl)cc(C)cc1Br.O=C(O)C(=O)O. The result is 1 (inhibitor). (4) The molecule is CCCCCCCCC(=O)N/N=C/c1ccccn1. The result is 0 (non-inhibitor). (5) The compound is CCN1C[C@]2(C)CC[C@@H](O)[C@@]34[C@@H]1[C@H](C[C@@H]23)[C@@]1(O)C[C@H](OC)[C@H]2C[C@@H]4[C@@H]1[C@@H]2O. The result is 0 (non-inhibitor). (6) The compound is Cc1ccccc1-c1nc(N(C)C)c2ccccc2n1. The result is 0 (non-inhibitor). (7) The drug is COc1ccc(/C=N/n2c(C)nnc2C)c(OC)c1. The result is 0 (non-inhibitor). (8) The drug is CNc1ncnc2ccc(-c3ccccc3C)cc12. The result is 1 (inhibitor). (9) The compound is Cc1ccc2c(c1)N(CCC(=O)NCc1ccc3c(c1)OCO3)C(=O)CO2. The result is 1 (inhibitor).